From a dataset of Forward reaction prediction with 1.9M reactions from USPTO patents (1976-2016). Predict the product of the given reaction. Given the reactants Br[CH2:2][C:3]1[CH:12]=[CH:11][C:6]([C:7]([O:9][CH3:10])=[O:8])=[CH:5][CH:4]=1.C([O-])([O-])=O.[K+].[K+].[CH3:19][N:20]([CH3:24])[CH2:21][CH2:22][NH2:23], predict the reaction product. The product is: [CH3:19][N:20]([CH3:24])[CH2:21][CH2:22][NH:23][CH2:2][C:3]1[CH:12]=[CH:11][C:6]([C:7]([O:9][CH3:10])=[O:8])=[CH:5][CH:4]=1.